From a dataset of Forward reaction prediction with 1.9M reactions from USPTO patents (1976-2016). Predict the product of the given reaction. (1) Given the reactants [CH3:1][N:2]1[C:11]2[C:6](=[CH:7][N:8]=[C:9]([CH3:12])[CH:10]=2)[CH:5]=[C:4]([C:13]2[CH:18]=[C:17]([NH:19]/[C:20](/SC)=[CH:21]/[C:22](=[O:28])[C:23]3[S:24][CH:25]=[CH:26][N:27]=3)[CH:16]=[CH:15][C:14]=2[CH3:31])[C:3]1=[O:32].O1CCCCC1O[NH2:40].C([O-])([O-])=O.[K+].[K+], predict the reaction product. The product is: [CH3:1][N:2]1[C:11]2[C:6](=[CH:7][N:8]=[C:9]([CH3:12])[CH:10]=2)[CH:5]=[C:4]([C:13]2[CH:18]=[C:17]([NH:19][C:20]3[CH:21]=[C:22]([C:23]4[S:24][CH:25]=[CH:26][N:27]=4)[O:28][N:40]=3)[CH:16]=[CH:15][C:14]=2[CH3:31])[C:3]1=[O:32]. (2) Given the reactants [OH:1][C:2]1[CH:7]=[CH:6][C:5]([C:8](=[O:13])[CH2:9][C:10](=[O:12])[CH3:11])=[CH:4][C:3]=1[O:14][CH3:15].C[C:17]([C:19]1[CH:24]=[CH:23][C:22]([OH:25])=[C:21]([O:26][CH3:27])[CH:20]=1)=O.[H-].[Na+].CC(C)(C)C(=O)CC(=O)C, predict the reaction product. The product is: [OH:1][C:2]1[CH:7]=[CH:6][C:5]([C:8](=[O:13])[CH2:9][C:10](=[O:12])/[CH:11]=[CH:17]/[C:19]2[CH:24]=[CH:23][C:22]([OH:25])=[C:21]([O:26][CH3:27])[CH:20]=2)=[CH:4][C:3]=1[O:14][CH3:15].